Dataset: Forward reaction prediction with 1.9M reactions from USPTO patents (1976-2016). Task: Predict the product of the given reaction. (1) Given the reactants [NH:1]1[CH:5]=[CH:4][N:3]=[CH:2]1.[Na].[C:7]([O:11][C:12](=[O:35])[N:13]([CH2:25][C:26]1[CH:34]=[CH:33][C:29]2[O:30][CH2:31][O:32][C:28]=2[CH:27]=1)[CH2:14][CH2:15][CH2:16][N:17]([C:19]1[S:23][N:22]=[C:21](Cl)[N:20]=1)[CH3:18])([CH3:10])([CH3:9])[CH3:8].C(O)(=O)CC(CC(O)=O)(C(O)=O)O, predict the reaction product. The product is: [C:7]([O:11][C:12](=[O:35])[N:13]([CH2:25][C:26]1[CH:34]=[CH:33][C:29]2[O:30][CH2:31][O:32][C:28]=2[CH:27]=1)[CH2:14][CH2:15][CH2:16][N:17]([C:19]1[S:23][N:22]=[C:21]([N:1]2[CH:5]=[CH:4][N:3]=[CH:2]2)[N:20]=1)[CH3:18])([CH3:10])([CH3:8])[CH3:9]. (2) Given the reactants [NH2:1][C:2]1[CH:20]=[C:19]([F:21])[CH:18]=[CH:17][C:3]=1[C:4]([NH:6][C:7]1[CH:12]=[CH:11][C:10]([CH:13]([CH2:15][CH3:16])[CH3:14])=[CH:9][CH:8]=1)=[O:5].[CH3:22][C:23]1[CH:24]=[C:25]([CH:28]=[C:29]([CH3:35])[C:30]=1[O:31][CH2:32][CH2:33][OH:34])[CH:26]=O.S(=O)(O)[O-].[Na+].C1(C)C=CC(S(O)(=O)=O)=CC=1, predict the reaction product. The product is: [CH:13]([C:10]1[CH:9]=[CH:8][C:7]([N:6]2[C:4](=[O:5])[C:3]3[C:2](=[CH:20][C:19]([F:21])=[CH:18][CH:17]=3)[NH:1][CH:26]2[C:25]2[CH:28]=[C:29]([CH3:35])[C:30]([O:31][CH2:32][CH2:33][OH:34])=[C:23]([CH3:22])[CH:24]=2)=[CH:12][CH:11]=1)([CH2:15][CH3:16])[CH3:14]. (3) Given the reactants Cl[CH2:2][C:3]1[CH:8]=[CH:7][CH:6]=[CH:5][N:4]=1.[OH:9][C:10]1[CH:15]=[CH:14][C:13]([NH:16][C:17]2[C:26]3[C:21](=[CH:22][CH:23]=[CH:24][C:25]=3[O:27][C@H:28]([CH3:34])[CH2:29][NH:30][C:31](=[O:33])[CH3:32])[N:20]=[CH:19][N:18]=2)=[CH:12][C:11]=1[CH3:35], predict the reaction product. The product is: [CH3:35][C:11]1[CH:12]=[C:13]([NH:16][C:17]2[C:26]3[C:21](=[CH:22][CH:23]=[CH:24][C:25]=3[O:27][C@H:28]([CH3:34])[CH2:29][NH:30][C:31](=[O:33])[CH3:32])[N:20]=[CH:19][N:18]=2)[CH:14]=[CH:15][C:10]=1[O:9][CH2:2][C:3]1[CH:8]=[CH:7][CH:6]=[CH:5][N:4]=1.